Dataset: Forward reaction prediction with 1.9M reactions from USPTO patents (1976-2016). Task: Predict the product of the given reaction. Given the reactants [K+].F[C:3]1[CH:8]=[C:7]([C:9]2[C:14]3[CH:15]=[C:16]([C:32]([O-:34])=[O:33])[N:17]([CH2:18][CH2:19][O:20][C:21]4[CH:26]=[CH:25][C:24]([O:27][C:28]([F:31])([F:30])[F:29])=[CH:23][CH:22]=4)[C:13]=3[CH:12]=[CH:11][N:10]=2)[CH:6]=[CH:5][N:4]=1.[CH2:35]([CH2:37][NH2:38])[OH:36], predict the reaction product. The product is: [OH:36][CH2:35][CH2:37][NH:38][C:3]1[CH:8]=[C:7]([C:9]2[C:14]3[CH:15]=[C:16]([C:32]([OH:34])=[O:33])[N:17]([CH2:18][CH2:19][O:20][C:21]4[CH:22]=[CH:23][C:24]([O:27][C:28]([F:29])([F:30])[F:31])=[CH:25][CH:26]=4)[C:13]=3[CH:12]=[CH:11][N:10]=2)[CH:6]=[CH:5][N:4]=1.